From a dataset of Full USPTO retrosynthesis dataset with 1.9M reactions from patents (1976-2016). Predict the reactants needed to synthesize the given product. Given the product [CH3:1][O:2][C:3]1[C:4]([O:16][CH3:17])=[CH:5][C:6]2[N:11]([CH3:12])[C:10](=[O:13])[CH2:20][NH:19][C:8](=[O:9])[C:7]=2[CH:15]=1, predict the reactants needed to synthesize it. The reactants are: [CH3:1][O:2][C:3]1[C:4]([O:16][CH3:17])=[CH:5][C:6]2[N:11]([CH3:12])[C:10](=[O:13])[O:9][C:8](=O)[C:7]=2[CH:15]=1.Cl.[NH2:19][CH2:20]C(OC)=O.CC(O)=O.